Dataset: Full USPTO retrosynthesis dataset with 1.9M reactions from patents (1976-2016). Task: Predict the reactants needed to synthesize the given product. (1) The reactants are: C(NC(C)C)(C)C.C([Li])CCC.[Br:13][C:14]1[CH:19]=[CH:18][C:17]([F:20])=[C:16]([F:21])[C:15]=1[F:22].CN([CH:26]=[O:27])C.[NH4+].[Cl-]. Given the product [Br:13][C:14]1[C:15]([F:22])=[C:16]([F:21])[C:17]([F:20])=[C:18]([CH:19]=1)[CH:26]=[O:27], predict the reactants needed to synthesize it. (2) Given the product [OH:5][C@H:4]([C:6]1[C:14]2[S:13][C:12](=[O:15])[NH:11][C:10]=2[C:9]([OH:16])=[CH:8][CH:7]=1)[CH2:3][NH:2][CH2:37][CH2:36][S:35][CH2:34][CH2:33][CH2:32][N:23]([CH2:24][CH2:25][C:26]1[CH:27]=[CH:28][CH:29]=[CH:30][CH:31]=1)[C:22](=[O:39])[O:21][C:17]([CH3:20])([CH3:19])[CH3:18], predict the reactants needed to synthesize it. The reactants are: Cl.[NH2:2][CH2:3][C@@H:4]([C:6]1[C:14]2[S:13][C:12](=[O:15])[NH:11][C:10]=2[C:9]([OH:16])=[CH:8][CH:7]=1)[OH:5].[C:17]([O:21][C:22](=[O:39])[N:23]([CH2:32][CH2:33][CH2:34][S:35][CH2:36][CH:37]=O)[CH2:24][CH2:25][C:26]1[CH:31]=[CH:30][CH:29]=[CH:28][CH:27]=1)([CH3:20])([CH3:19])[CH3:18].